From a dataset of Forward reaction prediction with 1.9M reactions from USPTO patents (1976-2016). Predict the product of the given reaction. Given the reactants C(OC([NH:8][O:9][CH2:10][CH:11]([C:13]1[CH:18]=[CH:17][CH:16]=[CH:15][CH:14]=1)[OH:12])=O)(C)(C)C.Cl, predict the reaction product. The product is: [NH2:8][O:9][CH2:10][CH:11]([C:13]1[CH:18]=[CH:17][CH:16]=[CH:15][CH:14]=1)[OH:12].